From a dataset of Reaction yield outcomes from USPTO patents with 853,638 reactions. Predict the reaction yield, written as a fraction of the theoretical maximum amount of product (1.0 means a 100% yield; for example, 0.34 means a 34% yield). (1) The reactants are BrC(Br)C.Cl[Si](C)(C)C.[CH2:10](Br)[C:11]1[CH:16]=[CH:15][CH:14]=[CH:13][CH:12]=1.Br[C:19]1[CH:20]=[CH:21][C:22]2[N:23]([C:25]([C:28]3[CH:33]=[CH:32][CH:31]=[CH:30][C:29]=3[Cl:34])=[N:26][N:27]=2)[CH:24]=1. The catalyst is [Zn].C1C=CC([P]([Pd]([P](C2C=CC=CC=2)(C2C=CC=CC=2)C2C=CC=CC=2)([P](C2C=CC=CC=2)(C2C=CC=CC=2)C2C=CC=CC=2)[P](C2C=CC=CC=2)(C2C=CC=CC=2)C2C=CC=CC=2)(C2C=CC=CC=2)C2C=CC=CC=2)=CC=1.C1COCC1. The product is [CH2:10]([C:19]1[CH:20]=[CH:21][C:22]2[N:23]([C:25]([C:28]3[CH:33]=[CH:32][CH:31]=[CH:30][C:29]=3[Cl:34])=[N:26][N:27]=2)[CH:24]=1)[C:11]1[CH:16]=[CH:15][CH:14]=[CH:13][CH:12]=1. The yield is 0.0700. (2) The reactants are [Mg].C(OCC)C.[CH2:7](Br)[C:8]#[CH:9].[C:11]1(=[O:16])[CH2:15][CH2:14][CH2:13][CH2:12]1. The catalyst is O1CCCC1.Cl[Hg]Cl. The product is [CH2:9]([C:11]1([OH:16])[CH2:15][CH2:14][CH2:13][CH2:12]1)[C:8]#[CH:7]. The yield is 0.540. (3) The product is [Cl:21][CH2:22][C:23]([NH:1][CH2:2][CH2:3][NH:4][C:5](=[O:11])[O:6][C:7]([CH3:8])([CH3:10])[CH3:9])=[O:24]. The yield is 1.00. The reactants are [NH2:1][CH2:2][CH2:3][NH:4][C:5](=[O:11])[O:6][C:7]([CH3:10])([CH3:9])[CH3:8].CCN(C(C)C)C(C)C.[Cl:21][CH2:22][C:23](Cl)=[O:24]. The catalyst is C1COCC1.CCOC(C)=O. (4) The product is [O:29]1[CH:30]=[CH:31][CH:32]=[C:28]1[C:4]1[N:3]=[C:2]([NH2:1])[N:7]=[C:6]2[N:8]([CH2:11][C:12]3[CH:20]=[CH:19][CH:18]=[C:17]4[C:13]=3[CH:14]=[CH:15][NH:16]4)[N:9]=[CH:10][C:5]=12. The reactants are [NH2:1][C:2]1[N:7]=[C:6]2[N:8]([CH2:11][C:12]3[CH:20]=[CH:19][CH:18]=[C:17]4[C:13]=3[CH:14]=[CH:15][N:16]4C(OC(C)(C)C)=O)[N:9]=[CH:10][C:5]2=[C:4]([C:28]2[O:29][CH:30]=[CH:31][CH:32]=2)[N:3]=1.C[O-].[Na+]. The catalyst is CO.O. The yield is 0.820. (5) The yield is 0.690. The catalyst is Cl.CCOC(C)=O. The reactants are C(OC([NH:8][CH2:9][C:10]([O:12][C@H:13]([C:24]1[CH:29]=[CH:28][C:27]([O:30][CH:31]([F:33])[F:32])=[C:26]([O:34][CH2:35][CH:36]2[CH2:38][CH2:37]2)[CH:25]=1)[CH2:14][C:15]1[C:20]([Cl:21])=[CH:19][N+:18]([O-:22])=[CH:17][C:16]=1[Cl:23])=[O:11])=O)(C)(C)C. The product is [ClH:21].[NH2:8][CH2:9][C:10]([O:12][C@H:13]([C:24]1[CH:29]=[CH:28][C:27]([O:30][CH:31]([F:33])[F:32])=[C:26]([O:34][CH2:35][CH:36]2[CH2:38][CH2:37]2)[CH:25]=1)[CH2:14][C:15]1[C:20]([Cl:21])=[CH:19][N+:18]([O-:22])=[CH:17][C:16]=1[Cl:23])=[O:11]. (6) The reactants are [CH:1]1([N:4]2[C:12]3[C:7](=[CH:8][CH:9]=[C:10]([OH:13])[CH:11]=3)[C:6]([C:14]#[N:15])=[C:5]2[C:16]2[CH:21]=[CH:20][C:19]([NH:22][CH:23]([CH3:25])[CH3:24])=[CH:18][CH:17]=2)[CH2:3][CH2:2]1.C([O-])([O-])=O.[Cs+].[Cs+].Cl[C:33]1[N:38]=[CH:37][CH:36]=[CH:35][N:34]=1.O. The catalyst is CN(C=O)C. The product is [CH:1]1([N:4]2[C:12]3[C:7](=[CH:8][CH:9]=[C:10]([O:13][C:33]4[N:38]=[CH:37][CH:36]=[CH:35][N:34]=4)[CH:11]=3)[C:6]([C:14]#[N:15])=[C:5]2[C:16]2[CH:17]=[CH:18][C:19]([NH:22][CH:23]([CH3:25])[CH3:24])=[CH:20][CH:21]=2)[CH2:3][CH2:2]1. The yield is 0.850. (7) The reactants are Cl.[NH2:2][C@H:3]1[C@@H:8]2[CH2:9][C@@H:5]([CH2:6][CH2:7]2)[C@H:4]1[C:10]([O:12][CH3:13])=[O:11].C([O-])(=O)C.[Na+].[F:19][C:20]1[CH:27]=[CH:26][C:23]([CH:24]=O)=[CH:22][CH:21]=1.C([BH3-])#N.[Na+].C(=O)(O)[O-].[Na+]. The catalyst is CO.C(OCC)(=O)C. The product is [F:19][C:20]1[CH:27]=[CH:26][C:23]([CH2:24][NH:2][C@H:3]2[C@@H:8]3[CH2:9][C@@H:5]([CH2:6][CH2:7]3)[C@H:4]2[C:10]([O:12][CH3:13])=[O:11])=[CH:22][CH:21]=1. The yield is 0.920. (8) The reactants are [NH:1]1[CH:8]=[CH:7][C:5](=[O:6])[NH:4][C:2]1=[O:3].F[B-](F)(F)F.[H+].[F:15][C:16](I)([F:18])[F:17].OO. The catalyst is F[B-](F)(F)F.[Fe+2].F[B-](F)(F)F.CS(C)=O. The product is [F:15][C:16]([F:18])([F:17])[C:7]1[C:5](=[O:6])[NH:4][C:2](=[O:3])[NH:1][CH:8]=1. The yield is 0.940. (9) The reactants are NC(CCC)C#N.[NH2:8][CH:9]([C:12]1[CH:17]=[CH:16][CH:15]=[CH:14][CH:13]=1)[C:10]#[N:11].[H-].[Al+3].[Li+].[H-].[H-].[H-]. No catalyst specified. The product is [C:12]1([CH:9]([NH2:8])[CH2:10][NH2:11])[CH:17]=[CH:16][CH:15]=[CH:14][CH:13]=1. The yield is 0.350. (10) The reactants are O[CH2:2][C:3]1[CH:12]=[N:11][C:10]2[N:9]3[CH2:13][CH2:14][CH2:15][CH2:16][C@H:8]3[C:7](=[O:17])[NH:6][C:5]=2[CH:4]=1.Cl.Cl.[CH:20]1([NH:23][C:24](=[O:38])[C:25]2[CH:30]=[CH:29][C:28]([N:31]3[CH2:36][CH2:35][NH:34][CH2:33][CH2:32]3)=[C:27]([CH3:37])[CH:26]=2)[CH2:22][CH2:21]1.[I-].C(C[P+](C)(C)C)#N.C(N(CC)C(C)C)(C)C. The catalyst is C(#N)CC. The product is [CH:20]1([NH:23][C:24](=[O:38])[C:25]2[CH:30]=[CH:29][C:28]([N:31]3[CH2:32][CH2:33][N:34]([CH2:2][C:3]4[CH:12]=[N:11][C:10]5[N:9]6[CH2:13][CH2:14][CH2:15][CH2:16][C@H:8]6[C:7](=[O:17])[NH:6][C:5]=5[CH:4]=4)[CH2:35][CH2:36]3)=[C:27]([CH3:37])[CH:26]=2)[CH2:22][CH2:21]1. The yield is 0.249.